The task is: Predict the product of the given reaction.. This data is from Forward reaction prediction with 1.9M reactions from USPTO patents (1976-2016). Given the reactants [F:1][C:2]1[CH:7]=[C:6](B2[O:12][C:11](C)(C)C(C)(C)O2)[CH:5]=[CH:4][C:3]=1[C:17]1[N:18]=[CH:19][C:20]([NH2:23])=[N:21][CH:22]=1.Br[C:25]1[CH:30]=[CH:29][CH:28]=[CH:27][C:26]=1[CH2:31][S:32]([NH:35][CH2:36][CH2:37][OH:38])(=[O:34])=[O:33], predict the reaction product. The product is: [CH:11]([OH:12])=[O:33].[NH2:23][C:20]1[N:21]=[CH:22][C:17]([C:3]2[CH:4]=[CH:5][C:6]([C:25]3[CH:30]=[CH:29][CH:28]=[CH:27][C:26]=3[CH2:31][S:32]([NH:35][CH2:36][CH2:37][OH:38])(=[O:34])=[O:33])=[CH:7][C:2]=2[F:1])=[N:18][CH:19]=1.